This data is from Forward reaction prediction with 1.9M reactions from USPTO patents (1976-2016). The task is: Predict the product of the given reaction. (1) Given the reactants [CH2:1]([N:5]1[C:13]2[C:12](=[O:14])[NH:11][C:10]([Cl:15])=[N:9][C:8]=2[N:7]=[C:6]1[N:16]1[CH2:21][CH2:20][N:19]([C:22]([O:24][C:25]([CH3:28])([CH3:27])[CH3:26])=[O:23])[CH2:18][CH2:17]1)[C:2]#[C:3][CH3:4].Br[CH2:30][CH2:31][CH2:32][O:33][CH:34]1[CH2:39][CH2:38][CH2:37][CH2:36][O:35]1.C(=O)([O-])[O-].[K+].[K+], predict the reaction product. The product is: [CH2:1]([N:5]1[C:13]2[C:12](=[O:14])[N:11]([CH2:30][CH2:31][CH2:32][O:33][CH:34]3[CH2:39][CH2:38][CH2:37][CH2:36][O:35]3)[C:10]([Cl:15])=[N:9][C:8]=2[N:7]=[C:6]1[N:16]1[CH2:21][CH2:20][N:19]([C:22]([O:24][C:25]([CH3:28])([CH3:27])[CH3:26])=[O:23])[CH2:18][CH2:17]1)[C:2]#[C:3][CH3:4]. (2) Given the reactants N1CCCCC1.[N:7]([CH2:10][CH2:11][O:12][C:13]1[CH:20]=[CH:19][C:16]([CH:17]=O)=[CH:15][CH:14]=1)=[N+:8]=[N-:9].[CH2:21]([C:24]#[N:25])[C:22]#[N:23], predict the reaction product. The product is: [N:7]([CH2:10][CH2:11][O:12][C:13]1[CH:20]=[CH:19][C:16]([CH:17]=[C:21]([C:24]#[N:25])[C:22]#[N:23])=[CH:15][CH:14]=1)=[N+:8]=[N-:9]. (3) Given the reactants [N+:1]([C:4]1[CH:9]=[CH:8][N:7]=[C:6]([CH:10]2[CH2:15][CH2:14][O:13][CH2:12][CH2:11]2)[CH:5]=1)([O-])=O.[H][H], predict the reaction product. The product is: [O:13]1[CH2:14][CH2:15][CH:10]([C:6]2[CH:5]=[C:4]([NH2:1])[CH:9]=[CH:8][N:7]=2)[CH2:11][CH2:12]1. (4) Given the reactants O[CH:2]([CH2:15][O:16][CH3:17])[CH2:3][NH:4][C:5](=[O:14])[O:6][CH2:7][C:8]1[CH:13]=[CH:12][CH:11]=[CH:10][CH:9]=1.[C:18]1(=[O:28])[C:26]2[C:21](=[CH:22][CH:23]=[CH:24][CH:25]=2)[C:20](=[O:27])[NH:19]1.C1(P(C2C=CC=CC=2)C2C=CC=CC=2)C=CC=CC=1.N(C(OC(C)C)=O)=NC(OC(C)C)=O, predict the reaction product. The product is: [O:28]=[C:18]1[C:26]2[C:21](=[CH:22][CH:23]=[CH:24][CH:25]=2)[C:20](=[O:27])[N:19]1[CH:2]([CH2:15][O:16][CH3:17])[CH2:3][NH:4][C:5](=[O:14])[O:6][CH2:7][C:8]1[CH:13]=[CH:12][CH:11]=[CH:10][CH:9]=1. (5) Given the reactants [C:1]([C:3]1[CH:4]=[C:5]([CH:7]=[CH:8][C:9]=1[O:10][C:11]1[CH:12]=[C:13]([Cl:17])[CH:14]=[N:15][CH:16]=1)[NH2:6])#[N:2].[Br:18]Br, predict the reaction product. The product is: [NH2:6][C:5]1[CH:7]=[CH:8][C:9]([O:10][C:11]2[CH:12]=[C:13]([Cl:17])[CH:14]=[N:15][CH:16]=2)=[C:3]([C:1]#[N:2])[C:4]=1[Br:18]. (6) Given the reactants [Cl:1][C:2]1[C:11]2[C:6](=[CH:7][CH:8]=[C:9]([I:12])[CH:10]=2)[N:5]=[CH:4][N:3]=1.[Cl:13][C:14]1[CH:15]=[C:16]([CH:18]=[CH:19][C:20]=1[OH:21])[NH2:17], predict the reaction product. The product is: [ClH:1].[Cl:13][C:14]1[CH:15]=[C:16]([NH:17][C:2]2[C:11]3[C:6](=[CH:7][CH:8]=[C:9]([I:12])[CH:10]=3)[N:5]=[CH:4][N:3]=2)[CH:18]=[CH:19][C:20]=1[OH:21]. (7) The product is: [CH3:39][N:37]([CH3:38])[C:36]([NH:35][C:31]1[CH:30]=[C:29]([CH:26]2[CH2:27][CH2:28][N:23]([CH2:22][CH2:21][CH2:20][NH:19][C:9](=[O:11])[CH:8]([C:5]3[CH:4]=[CH:3][C:2]([F:1])=[CH:7][CH:6]=3)[C:12]3[CH:17]=[CH:16][C:15]([F:18])=[CH:14][CH:13]=3)[CH2:24][CH2:25]2)[CH:34]=[CH:33][CH:32]=1)=[O:40]. Given the reactants [F:1][C:2]1[CH:7]=[CH:6][C:5]([CH:8]([C:12]2[CH:17]=[CH:16][C:15]([F:18])=[CH:14][CH:13]=2)[C:9]([OH:11])=O)=[CH:4][CH:3]=1.[NH2:19][CH2:20][CH2:21][CH2:22][N:23]1[CH2:28][CH2:27][CH:26]([C:29]2[CH:30]=[C:31]([NH:35][C:36](=[O:40])[N:37]([CH3:39])[CH3:38])[CH:32]=[CH:33][CH:34]=2)[CH2:25][CH2:24]1, predict the reaction product. (8) Given the reactants [O:1]1[CH:5]=[CH:4][C:3]2[CH:6]=[C:7]3[CH2:11][CH:10]([C:12]#[N:13])[C:8]3=[CH:9][C:2]1=2, predict the reaction product. The product is: [O:1]1[CH:5]=[CH:4][C:3]2[CH:6]=[C:7]3[CH2:11][CH:10]([CH2:12][NH2:13])[C:8]3=[CH:9][C:2]1=2. (9) Given the reactants [O:1]1[C:5]2[CH:6]=[CH:7][C:8](B(O)O)=[CH:9][C:4]=2[O:3][CH2:2]1.Br[C:14]1[S:22][C:21]2[C:16](=[N:17][CH:18]=[CH:19][C:20]=2[NH:23][C:24]2[CH:25]=[C:26]3[C:30](=[CH:31][CH:32]=2)[NH:29][C:28]([CH3:33])=[CH:27]3)[CH:15]=1, predict the reaction product. The product is: [O:1]1[C:5]2[CH:6]=[CH:7][C:8]([C:14]3[S:22][C:21]4[C:16](=[N:17][CH:18]=[CH:19][C:20]=4[NH:23][C:24]4[CH:25]=[C:26]5[C:30](=[CH:31][CH:32]=4)[NH:29][C:28]([CH3:33])=[CH:27]5)[CH:15]=3)=[CH:9][C:4]=2[O:3][CH2:2]1.